Dataset: Full USPTO retrosynthesis dataset with 1.9M reactions from patents (1976-2016). Task: Predict the reactants needed to synthesize the given product. (1) Given the product [Cl:23][C:2]1[C:11]2[C:6](=[CH:7][CH:8]=[C:9]([O:12][CH2:13][CH2:14][CH3:15])[CH:10]=2)[N:5]=[CH:4][C:3]=1[C:16]([O:18][CH2:19][CH3:20])=[O:17], predict the reactants needed to synthesize it. The reactants are: O[C:2]1[C:11]2[C:6](=[CH:7][CH:8]=[C:9]([O:12][CH2:13][CH2:14][CH3:15])[CH:10]=2)[N:5]=[CH:4][C:3]=1[C:16]([O:18][CH2:19][CH3:20])=[O:17].O=P(Cl)(Cl)[Cl:23]. (2) Given the product [CH3:1][O:2][C:3]1[CH:11]=[C:10]([S:12][CH3:13])[CH:9]=[CH:8][C:4]=1[CH2:5][OH:6], predict the reactants needed to synthesize it. The reactants are: [CH3:1][O:2][C:3]1[CH:11]=[C:10]([S:12][CH3:13])[CH:9]=[CH:8][C:4]=1[C:5](O)=[O:6].C(=O)([O-])[O-].[K+].[K+].C(OCC)(=O)C. (3) Given the product [NH2:8][C:9]1[S:13][C:12]2[CH:14]=[C:15]([NH:18][C:27]([NH:26][C:23]3[CH:24]=[CH:25][C:20]([Cl:19])=[C:21]([C:29]([F:31])([F:30])[F:32])[CH:22]=3)=[O:28])[CH:16]=[CH:17][C:11]=2[N:10]=1, predict the reactants needed to synthesize it. The reactants are: CC(OC([NH:8][C:9]1[S:13][C:12]2[CH:14]=[C:15]([NH2:18])[CH:16]=[CH:17][C:11]=2[N:10]=1)=O)(C)C.[Cl:19][C:20]1[CH:25]=[CH:24][C:23]([N:26]=[C:27]=[O:28])=[CH:22][C:21]=1[C:29]([F:32])([F:31])[F:30].CN(C)C=O.FC(F)(F)C(O)=O. (4) Given the product [Br:24][C:4]1[C:3]([CH3:9])=[C:2]([Cl:1])[N:7]=[N:6][C:5]=1[NH2:8], predict the reactants needed to synthesize it. The reactants are: [Cl:1][C:2]1[N:7]=[N:6][C:5]([NH2:8])=[CH:4][C:3]=1[CH3:9].ClC1N=NC(N)=C(C)C=1.C([O-])(O)=O.[Na+].[Br:24]Br. (5) Given the product [NH2:9][C:10]1[C:15]([F:16])=[C:14]([C:17]2[CH:22]=[CH:21][C:20]([Cl:23])=[CH:19][CH:18]=2)[N:13]=[C:12]([C:24]([O:26][CH3:27])=[O:25])[C:11]=1[Cl:28], predict the reactants needed to synthesize it. The reactants are: COC1C=CC([NH:9][C:10]2[C:15]([F:16])=[C:14]([C:17]3[CH:22]=[CH:21][C:20]([Cl:23])=[CH:19][CH:18]=3)[N:13]=[C:12]([C:24]([O:26][CH3:27])=[O:25])[CH:11]=2)=CC=1.[Cl:28]N1C(C)(C)C(=O)N(Cl)C1=O.S(=O)(=O)(O)O.C(Cl)Cl.